This data is from Full USPTO retrosynthesis dataset with 1.9M reactions from patents (1976-2016). The task is: Predict the reactants needed to synthesize the given product. (1) Given the product [CH3:1][O:2][C:3](=[O:11])[C:4]1[CH:9]=[CH:8][C:7]([O:10][CH2:18][C:17]([O:16][C:12]([CH3:15])([CH3:14])[CH3:13])=[O:20])=[CH:6][CH:5]=1, predict the reactants needed to synthesize it. The reactants are: [CH3:1][O:2][C:3](=[O:11])[C:4]1[CH:9]=[CH:8][C:7]([OH:10])=[CH:6][CH:5]=1.[C:12]([O:16][C:17](=[O:20])[CH2:18]Br)([CH3:15])([CH3:14])[CH3:13]. (2) Given the product [C:1]([C:5]1[CH:10]=[CH:9][CH:8]=[CH:7][C:6]=1[C:11]([C:13]1[CH:14]=[N:15][C:16]2[C:21]([CH:22]=1)=[CH:20][CH:19]=[CH:18][C:17]=2[F:23])=[O:12])([CH3:4])([CH3:2])[CH3:3], predict the reactants needed to synthesize it. The reactants are: [C:1]([C:5]1[CH:10]=[CH:9][CH:8]=[CH:7][C:6]=1[CH:11]([C:13]1[CH:14]=[N:15][C:16]2[C:21]([CH:22]=1)=[CH:20][CH:19]=[CH:18][C:17]=2[F:23])[OH:12])([CH3:4])([CH3:3])[CH3:2].CC(OI1(OC(C)=O)(OC(C)=O)OC(=O)C2C=CC=CC1=2)=O.O. (3) Given the product [OH:26][CH2:27][CH2:28][CH:24]([O:23][C:22]1[CH:21]=[CH:20][C:19]([C@@H:16]2[CH2:17][CH2:18][C@H:14]([NH:13][C@@H:11]([C:1]3[C:2]4[C:7](=[CH:6][CH:5]=[CH:4][CH:3]=4)[CH:8]=[CH:9][CH:10]=3)[CH3:12])[CH2:15]2)=[CH:31][CH:30]=1)[C:25]([OH:29])=[O:54], predict the reactants needed to synthesize it. The reactants are: [C:1]1([CH:11]([NH:13][CH:14]2[CH2:18][CH2:17][CH:16]([C:19]3[CH:31]=[CH:30][C:22]([O:23][CH:24]4[CH2:28][CH2:27][O:26][C:25]4=[O:29])=[CH:21][CH:20]=3)[CH2:15]2)[CH3:12])[C:10]2[C:5](=[CH:6][CH:7]=[CH:8][CH:9]=2)[CH:4]=[CH:3][CH:2]=1.C1([C@H](N[C@H]2CC[C@@H](C3C=CC([O:54]C4CCOC4=O)=CC=3)C2)C)C2C(=CC=CC=2)C=CC=1. (4) The reactants are: Cl[C:2]1[N:7]=[C:6]([N:8]2[CH2:13][CH:12]3[CH2:14][CH:10]([N:11]3[C:15](=[O:20])[C:16]([F:19])([F:18])[F:17])[CH2:9]2)[C:5]([F:21])=[CH:4][N:3]=1.[NH2:22][C:23]1[CH:33]=[CH:32][C:26]([C:27]([NH:29][CH2:30][CH3:31])=[O:28])=[C:25]([CH3:34])[CH:24]=1. Given the product [CH2:30]([NH:29][C:27](=[O:28])[C:26]1[CH:32]=[CH:33][C:23]([NH:22][C:2]2[N:7]=[C:6]([N:8]3[CH2:13][CH:12]4[CH2:14][CH:10]([N:11]4[C:15](=[O:20])[C:16]([F:19])([F:18])[F:17])[CH2:9]3)[C:5]([F:21])=[CH:4][N:3]=2)=[CH:24][C:25]=1[CH3:34])[CH3:31], predict the reactants needed to synthesize it. (5) Given the product [CH3:1][N:2]([CH3:8])[CH2:3][CH2:4][CH2:5][N:6]([C:10]1[CH:38]=[CH:37][C:13]([C:14]([NH:16][C:17]2[CH:18]=[CH:19][C:20]([CH3:36])=[C:21]([NH:23][C:24](=[O:35])[C:25]3[CH:30]=[CH:29][C:28]([O:31][CH3:32])=[C:27]([O:33][CH3:34])[CH:26]=3)[CH:22]=2)=[O:15])=[CH:12][CH:11]=1)[CH3:7], predict the reactants needed to synthesize it. The reactants are: [CH3:1][N:2]([CH3:8])[CH2:3][CH2:4][CH2:5][NH:6][CH3:7].F[C:10]1[CH:38]=[CH:37][C:13]([C:14]([NH:16][C:17]2[CH:18]=[CH:19][C:20]([CH3:36])=[C:21]([NH:23][C:24](=[O:35])[C:25]3[CH:30]=[CH:29][C:28]([O:31][CH3:32])=[C:27]([O:33][CH3:34])[CH:26]=3)[CH:22]=2)=[O:15])=[CH:12][CH:11]=1.C(=O)([O-])[O-].[K+].[K+]. (6) Given the product [C:12]([C:16]1[CH:17]=[C:18]([C:26]2[CH:34]=[C:33]([CH3:35])[CH:32]=[C:31]3[C:27]=2[CH2:28][C:29]([CH3:38])=[CH:30]3)[CH:19]=[C:20]([C:22]([CH3:25])([CH3:24])[CH3:23])[CH:21]=1)([CH3:13])([CH3:14])[CH3:15], predict the reactants needed to synthesize it. The reactants are: CC1C=CC(S(O)(=O)=O)=CC=1.[C:12]([C:16]1[CH:17]=[C:18]([C:26]2[CH:34]=[C:33]([CH3:35])[CH:32]=[C:31]3[C:27]=2[CH2:28][CH:29]([CH3:38])[CH:30]3OC)[CH:19]=[C:20]([C:22]([CH3:25])([CH3:24])[CH3:23])[CH:21]=1)([CH3:15])([CH3:14])[CH3:13].